Predict the reaction yield, written as a fraction of the theoretical maximum amount of product (1.0 means a 100% yield; for example, 0.34 means a 34% yield). From a dataset of Reaction yield outcomes from USPTO patents with 853,638 reactions. (1) The reactants are Br[C:2]1[CH:26]=[CH:25][C:5]2[N:6]([C:21]([CH3:24])([CH3:23])[CH3:22])[C:7]([C:9]3[CH:14]=[CH:13][CH:12]=[CH:11][C:10]=3[C:15]3[N:16]=[N:17][N:18]([CH3:20])[N:19]=3)=[N:8][C:4]=2[CH:3]=1.[NH2:27][C:28]1[N:33]=[CH:32][C:31](B2OC(C)(C)C(C)(C)O2)=[CH:30][N:29]=1.C([O-])([O-])=O.[Na+].[Na+]. The catalyst is CN(C=O)C.CCOC(C)=O. The product is [C:21]([N:6]1[C:5]2[CH:25]=[CH:26][C:2]([C:31]3[CH:30]=[N:29][C:28]([NH2:27])=[N:33][CH:32]=3)=[CH:3][C:4]=2[N:8]=[C:7]1[C:9]1[CH:14]=[CH:13][CH:12]=[CH:11][C:10]=1[C:15]1[N:16]=[N:17][N:18]([CH3:20])[N:19]=1)([CH3:24])([CH3:22])[CH3:23]. The yield is 0.630. (2) The reactants are [CH2:1]([O:3][CH:4]([O:7][CH2:8][CH3:9])[C:5]#[CH:6])[CH3:2].C(NCC)C.[F:15][C:16]1[CH:21]=[CH:20][C:19](I)=[CH:18][CH:17]=1. The product is [CH2:1]([O:3][CH:4]([O:7][CH2:8][CH3:9])[C:5]#[C:6][C:19]1[CH:20]=[CH:21][C:16]([F:15])=[CH:17][CH:18]=1)[CH3:2]. The catalyst is C1COCC1.[Cu]I.[Pd].C1(P(C2C=CC=CC=2)C2C=CC=CC=2)C=CC=CC=1.C1(P(C2C=CC=CC=2)C2C=CC=CC=2)C=CC=CC=1.C1(P(C2C=CC=CC=2)C2C=CC=CC=2)C=CC=CC=1.C1(P(C2C=CC=CC=2)C2C=CC=CC=2)C=CC=CC=1. The yield is 0.520. (3) The reactants are [CH:1]([O:4][C:5]1([C:8]2[CH:13]=[CH:12][C:11]([C:14]#[C:15][C:16]3[CH:26]=[CH:25][C:19]([C:20]([O:22][CH2:23][CH3:24])=[O:21])=[CH:18][CH:17]=3)=[CH:10][CH:9]=2)[CH2:7][CH2:6]1)([CH3:3])C.C(OC(=O)[C:31]1[CH:36]=[CH:35]C(I)=[CH:33][CH:32]=1)C. The catalyst is C(N(CC)CC)C.[Cu]I.Cl[Pd](Cl)([P](C1C=CC=CC=1)(C1C=CC=CC=1)C1C=CC=CC=1)[P](C1C=CC=CC=1)(C1C=CC=CC=1)C1C=CC=CC=1. The product is [CH2:1]([O:4][C:5]1([C:8]2[CH:9]=[CH:10][C:11]([C:14]#[C:15][C:16]3[CH:26]=[CH:25][C:19]([C:20]([O:22][CH2:23][CH3:24])=[O:21])=[CH:18][CH:17]=3)=[CH:12][CH:13]=2)[CH2:7][CH2:6]1)[C:3]1[CH:35]=[CH:36][CH:31]=[CH:32][CH:33]=1. The yield is 0.910. (4) The reactants are C(N(CC)CC)C.[CH:8]([C:10]1[C:18]2[C:13](=[CH:14][CH:15]=[CH:16][CH:17]=2)[N:12](C(OC(C)(C)C)=O)[CH:11]=1)=[O:9].[CH3:26][O:27][C:28]1[CH:29]=[C:30]([CH:40]=[CH:41][CH:42]=1)[N:31]=[CH:32][C:33]1[CH:38]=[CH:37][CH:36]=[CH:35][C:34]=1[CH3:39]. The catalyst is [Cl-].C([N+]1C(C)=C(CCO)SC=1)C1C=CC=CC=1.C(O)C. The product is [NH:12]1[C:13]2[C:18](=[CH:17][CH:16]=[CH:15][CH:14]=2)[C:10]([C:8](=[O:9])[CH:32]([NH:31][C:30]2[CH:40]=[CH:41][CH:42]=[C:28]([O:27][CH3:26])[CH:29]=2)[C:33]2[CH:38]=[CH:37][CH:36]=[CH:35][C:34]=2[CH3:39])=[CH:11]1. The yield is 0.150. (5) The reactants are [Cl:1][C:2]1[CH:9]=[CH:8][C:5]([CH:6]=O)=[C:4]([O:10][CH3:11])[CH:3]=1.[N+:12]([CH3:15])([O-:14])=[O:13].Cl.CN.C([O-])(=O)C.[Na+]. No catalyst specified. The product is [Cl:1][C:2]1[CH:9]=[CH:8][C:5](/[CH:6]=[CH:15]/[N+:12]([O-:14])=[O:13])=[C:4]([O:10][CH3:11])[CH:3]=1. The yield is 0.783. (6) The reactants are Br[C:2](=[C:9]1[CH2:14][CH2:13][N:12]([C:15](=[O:31])[C:16]([C:18]2[C:26]3[C:21](=[C:22]([O:29][CH3:30])[N:23]=[CH:24][C:25]=3[O:27][CH3:28])[NH:20][CH:19]=2)=[O:17])[CH2:11][CH2:10]1)[C:3]1[CH:8]=[CH:7][CH:6]=[CH:5][CH:4]=1.[N:32]1[CH:37]=[CH:36][CH:35]=[C:34](B(O)O)[CH:33]=1.C(=O)([O-])[O-].[Na+].[Na+].CCO. The catalyst is COCCOC. The product is [C:3]1([C:2](=[C:9]2[CH2:14][CH2:13][N:12]([C:15](=[O:31])[C:16]([C:18]3[C:26]4[C:21](=[C:22]([O:29][CH3:30])[N:23]=[CH:24][C:25]=4[O:27][CH3:28])[NH:20][CH:19]=3)=[O:17])[CH2:11][CH2:10]2)[C:33]2[CH:34]=[CH:35][CH:36]=[CH:37][N:32]=2)[CH:8]=[CH:7][CH:6]=[CH:5][CH:4]=1. The yield is 0.370. (7) The reactants are [CH2:1]([O:3][C:4](=[O:17])[CH2:5][C:6]1[O:7][CH:8]=[C:9]([CH3:16])[C:10]=1[C:11]([O:13]CC)=O)[CH3:2].[H-].[Na+].[F:20][C:21]1[CH:30]=[C:29]([I:31])[CH:28]=[CH:27][C:22]=1[N:23]=[C:24]=[N:25][CH3:26]. The catalyst is C1COCC1. The product is [F:20][C:21]1[CH:30]=[C:29]([I:31])[CH:28]=[CH:27][C:22]=1[NH:23][C:24]1[N:25]([CH3:26])[C:11](=[O:13])[C:10]2[C:9]([CH3:16])=[CH:8][O:7][C:6]=2[C:5]=1[C:4]([O:3][CH2:1][CH3:2])=[O:17]. The yield is 0.130. (8) The reactants are C([O:5][C:6](=O)[C@@H:7]([O:9][C:10]1[CH:31]=[CH:30][C:13]2[C:14]3[N:18]([CH2:19][CH2:20][O:21][C:12]=2[CH:11]=1)[CH:17]=[C:16]([C:22]1[N:23]([CH:27]([CH3:29])[CH3:28])[N:24]=[CH:25][N:26]=1)[N:15]=3)[CH3:8])(C)(C)C.C(O)(C(F)(F)F)=O.C[N:41](C(ON1N=NC2C=CC=NC1=2)=[N+](C)C)C.F[P-](F)(F)(F)(F)F.[Cl-].[NH4+].C(N(CC)CC)C. The catalyst is C(Cl)Cl. The product is [CH:27]([N:23]1[C:22]([C:16]2[N:15]=[C:14]3[C:13]4[CH:30]=[CH:31][C:10]([O:9][C@@H:7]([CH3:8])[C:6]([NH2:41])=[O:5])=[CH:11][C:12]=4[O:21][CH2:20][CH2:19][N:18]3[CH:17]=2)=[N:26][CH:25]=[N:24]1)([CH3:29])[CH3:28]. The yield is 0.900. (9) The reactants are [C:1]1([CH:7]([C:14]2[CH:19]=[CH:18][N:17]=[N:16][CH:15]=2)[CH2:8][C:9]([O:11]CC)=[O:10])[CH:6]=[CH:5][CH:4]=[CH:3][CH:2]=1.[OH-].[Na+]. The catalyst is CO. The product is [C:1]1([CH:7]([C:14]2[CH:19]=[CH:18][N:17]=[N:16][CH:15]=2)[CH2:8][C:9]([OH:11])=[O:10])[CH:6]=[CH:5][CH:4]=[CH:3][CH:2]=1. The yield is 0.840.